This data is from Forward reaction prediction with 1.9M reactions from USPTO patents (1976-2016). The task is: Predict the product of the given reaction. (1) Given the reactants CN(C)[CH:3]=[C:4]([CH:15]=[O:16])[C:5]([NH:7][C:8]1[CH:13]=[CH:12][CH:11]=[CH:10][C:9]=1[F:14])=[O:6].[OH-:18].[Na+].Cl, predict the reaction product. The product is: [F:14][C:9]1[CH:10]=[CH:11][CH:12]=[CH:13][C:8]=1[NH:7][C:5](=[O:6])[C:4]([CH:15]=[O:16])=[CH:3][OH:18]. (2) The product is: [N+:38]([C:21]1[CH:22]=[C:23]([CH:36]=[CH:37][C:20]=1[NH:19][C:17]([C:15]1[O:16][C:11]([NH:10][C:3]2[CH:4]=[C:5]([F:9])[C:6]([F:8])=[CH:7][C:2]=2[F:1])=[N:14][N:13]=1)=[O:18])[O:24][C@H:25]1[CH2:26][CH2:27][C@H:28]([C:31]([O:33][CH2:34][CH3:35])=[O:32])[CH2:29][CH2:30]1)([O-:40])=[O:39]. Given the reactants [F:1][C:2]1[CH:7]=[C:6]([F:8])[C:5]([F:9])=[CH:4][C:3]=1[N:10]=[C:11]=S.[NH:13]([C:15]([C:17]([NH:19][C:20]1[CH:37]=[CH:36][C:23]([O:24][C@H:25]2[CH2:30][CH2:29][C@H:28]([C:31]([O:33][CH2:34][CH3:35])=[O:32])[CH2:27][CH2:26]2)=[CH:22][C:21]=1[N+:38]([O-:40])=[O:39])=[O:18])=[O:16])[NH2:14].CCN=C=NCCCN(C)C, predict the reaction product. (3) The product is: [NH2:25][CH2:24][CH2:23][CH2:22][CH2:21][C:20]([N:19]([CH2:34][CH2:35][CH2:36][CH2:37][CH2:38][CH2:39][CH2:40][CH2:41]/[CH:42]=[CH:43]\[CH2:44]/[CH:45]=[CH:46]\[CH2:47][CH2:48][CH2:49][CH2:50][CH3:51])[CH2:1][CH2:2][CH2:3][CH2:4][CH2:5][CH2:6][CH2:7][CH2:8]/[CH:9]=[CH:10]\[CH2:11]/[CH:12]=[CH:13]\[CH2:14][CH2:15][CH2:16][CH2:17][CH3:18])=[O:33]. Given the reactants [CH2:1]([N:19]([CH2:34][CH2:35][CH2:36][CH2:37][CH2:38][CH2:39][CH2:40][CH2:41]/[CH:42]=[CH:43]\[CH2:44]/[CH:45]=[CH:46]\[CH2:47][CH2:48][CH2:49][CH2:50][CH3:51])[C:20](=[O:33])[CH2:21][CH2:22][CH2:23][CH2:24][NH:25]C(=O)OC(C)(C)C)[CH2:2][CH2:3][CH2:4][CH2:5][CH2:6][CH2:7][CH2:8]/[CH:9]=[CH:10]\[CH2:11]/[CH:12]=[CH:13]\[CH2:14][CH2:15][CH2:16][CH2:17][CH3:18].FC(F)(F)C(O)=O.C(=O)([O-])O.[Na+], predict the reaction product. (4) Given the reactants C([Li])CCC.CCCCCC.Br[C:13]1[CH:18]=[CH:17][CH:16]=[CH:15][C:14]=1[SH:19].[C:20]([O:24][C:25]([N:27]1[CH2:32][CH2:31][CH2:30][CH2:29][C:28]1=O)=[O:26])([CH3:23])([CH3:22])[CH3:21].[NH4+].[Cl-].C1C[O:39]CC1, predict the reaction product. The product is: [C:20]([O:24][C:25]([N:27]1[CH2:32][CH2:31][C:30]([OH:39])([C:13]2[CH:18]=[CH:17][CH:16]=[CH:15][C:14]=2[SH:19])[CH2:29][CH2:28]1)=[O:26])([CH3:23])([CH3:22])[CH3:21]. (5) The product is: [CH3:7][C:5]1[S:4][C:3]([C:8]2[CH:9]=[CH:10][N:26]=[C:24]([NH:23][C:20]3[CH:21]=[CH:22][C:17]([O:16][CH3:15])=[C:18]([CH2:27][N:28]4[CH2:33][CH2:32][O:31][CH2:30][CH2:29]4)[CH:19]=3)[N:25]=2)=[C:2]([CH3:1])[N:6]=1. Given the reactants [CH3:1][C:2]1[N:6]=[C:5]([CH3:7])[S:4][C:3]=1/[CH:8]=[CH:9]/[C:10](N(C)C)=O.[CH3:15][O:16][C:17]1[CH:22]=[CH:21][C:20]([NH:23][C:24]([NH2:26])=[NH:25])=[CH:19][C:18]=1[CH2:27][N:28]1[CH2:33][CH2:32][O:31][CH2:30][CH2:29]1, predict the reaction product. (6) Given the reactants BrC1C=CC2[NH:10][CH:9](C)OC(C)(C)C=2C=1.C(OC(N1C=CC=C1B(O)O)=O)(C)(C)C.[C:30]([O:34][C:35]([N:37]1[C:41]([C:42]2[CH:43]=[CH:44][C:45]3[NH:50][CH:49]([CH3:51])[O:48][C:47]([CH3:53])([CH3:52])[C:46]=3[CH:54]=2)=[CH:40][CH:39]=[CH:38]1)=[O:36])([CH3:33])([CH3:32])[CH3:31].S([O-])([O-])(=O)=O.[NH4+].[NH4+], predict the reaction product. The product is: [C:30]([O:34][C:35]([N:37]1[C:41]([C:42]2[CH:43]=[CH:44][C:45]3[NH:50][CH:49]([CH3:51])[O:48][C:47]([CH3:53])([CH3:52])[C:46]=3[CH:54]=2)=[CH:40][CH:39]=[CH:38]1)=[O:36])([CH3:33])([CH3:31])[CH3:32].[C:9]([C:38]1[N:37]([C:35]([O:34][C:30]([CH3:33])([CH3:31])[CH3:32])=[O:36])[C:41]([C:42]2[CH:43]=[CH:44][C:45]3[NH:50][CH:49]([CH3:51])[O:48][C:47]([CH3:53])([CH3:52])[C:46]=3[CH:54]=2)=[CH:40][CH:39]=1)#[N:10]. (7) Given the reactants [CH3:1][C:2]1[CH:3]=[CH:4][C:5]2[C:10]([NH:11][C:12]3[CH:17]=[C:16]([N+:18]([O-])=O)[CH:15]=[CH:14][C:13]=3[S:21][C:22]3[CH:27]=[CH:26][C:25]([OH:28])=[CH:24][CH:23]=3)=[N:9][CH:8]=[N:7][C:6]=2[N:29]=1, predict the reaction product. The product is: [NH2:18][C:16]1[CH:15]=[CH:14][C:13]([S:21][C:22]2[CH:23]=[CH:24][C:25]([OH:28])=[CH:26][CH:27]=2)=[C:12]([NH:11][C:10]2[C:5]3[CH:4]=[CH:3][C:2]([CH3:1])=[N:29][C:6]=3[N:7]=[CH:8][N:9]=2)[CH:17]=1. (8) The product is: [F:15][C:12]([F:13])([F:14])[C:9]1[CH:10]=[C:11]2[C:6](=[CH:7][CH:8]=1)[NH:5][N:4]=[C:3]2[CH2:2][C:24]#[N:25]. Given the reactants Br[CH2:2][C:3]1[C:11]2[C:6](=[CH:7][CH:8]=[C:9]([C:12]([F:15])([F:14])[F:13])[CH:10]=2)[N:5](C(OC(C)(C)C)=O)[N:4]=1.O.[C-:24]#[N:25].[K+], predict the reaction product.